This data is from Full USPTO retrosynthesis dataset with 1.9M reactions from patents (1976-2016). The task is: Predict the reactants needed to synthesize the given product. (1) Given the product [CH:10]1([C@H:17]2[C@H:16]([CH3:29])[C@@H:15]([NH:18][C:19](=[O:28])[O:20][CH2:21][C:22]3[CH:23]=[CH:24][CH:25]=[CH:26][CH:27]=3)[C:8]3[C:6](=[CH:5][CH:4]=[C:3]([O:2][CH3:1])[CH:9]=3)[NH:7]2)[CH2:13][CH2:11]1, predict the reactants needed to synthesize it. The reactants are: [CH3:1][O:2][C:3]1[CH:9]=[CH:8][C:6]([NH2:7])=[CH:5][CH:4]=1.[CH:10]1([CH:13]=O)C[CH2:11]1.[CH:15](/[NH:18][C:19](=[O:28])[O:20][CH2:21][C:22]1[CH:27]=[CH:26][CH:25]=[CH:24][CH:23]=1)=[CH:16]\[CH3:17].[CH2:29](Cl)Cl. (2) Given the product [CH:2]12[NH:13][CH:10]([CH2:11][CH2:12]1)[CH2:9][C:8]1[CH:7]=[CH:6][C:5]([NH:14][C:29]3[N:28]=[C:27]([NH:26][C:17]4[C:16]([Cl:15])=[CH:25][CH:24]=[CH:23][C:18]=4[C:19]([NH:21][CH3:22])=[O:20])[C:32]([Cl:33])=[CH:31][N:30]=3)=[CH:4][C:3]2=1, predict the reactants needed to synthesize it. The reactants are: Cl.[CH:2]12[NH:13][CH:10]([CH2:11][CH2:12]1)[CH2:9][C:8]1[CH:7]=[CH:6][C:5]([NH2:14])=[CH:4][C:3]2=1.[Cl:15][C:16]1[C:17]([NH:26][C:27]2[C:32]([Cl:33])=[CH:31][N:30]=[C:29](Cl)[N:28]=2)=[C:18]([CH:23]=[CH:24][CH:25]=1)[C:19]([NH:21][CH3:22])=[O:20]. (3) The reactants are: Br[C:2]1[CH:7]=[CH:6][C:5]([C:8]([C:11]2[CH:16]=[CH:15][CH:14]=[CH:13][CH:12]=2)=[N:9][OH:10])=[CH:4][CH:3]=1.[B:17]1([B:17]2[O:21][C:20]([CH3:23])([CH3:22])[C:19]([CH3:25])([CH3:24])[O:18]2)[O:21][C:20]([CH3:23])([CH3:22])[C:19]([CH3:25])([CH3:24])[O:18]1.ClCCl.C([O-])(=O)C.[K+]. Given the product [C:11]1([C:8]([C:5]2[CH:6]=[CH:7][C:2]([B:17]3[O:21][C:20]([CH3:23])([CH3:22])[C:19]([CH3:25])([CH3:24])[O:18]3)=[CH:3][CH:4]=2)=[N:9][OH:10])[CH:16]=[CH:15][CH:14]=[CH:13][CH:12]=1, predict the reactants needed to synthesize it.